Dataset: Full USPTO retrosynthesis dataset with 1.9M reactions from patents (1976-2016). Task: Predict the reactants needed to synthesize the given product. Given the product [O:29]=[S:21]1(=[O:30])[C:22]2[CH:28]=[CH:27][CH:26]=[CH:25][C:23]=2[CH2:24][N:18]([C:9]2[CH:8]=[C:7]([NH:4][CH2:3][CH2:2][CH2:1][NH2:5])[C:16]3[C:11](=[CH:12][CH:13]=[CH:14][C:15]=3[CH3:17])[N:10]=2)[CH2:19][CH2:20]1.[O:29]=[S:21]1(=[O:30])[C:22]2[CH:28]=[CH:27][CH:26]=[CH:25][C:23]=2[CH2:24][N:18]([C:9]2[CH:8]=[C:7]([NH:4][CH2:3][CH2:2][CH2:1][NH2:5])[C:12]3[C:11](=[CH:16][C:15]([CH3:17])=[CH:14][CH:13]=3)[N:10]=2)[CH2:19][CH2:20]1, predict the reactants needed to synthesize it. The reactants are: [CH2:1]([NH2:5])[CH2:2][CH2:3][NH2:4].Cl[C:7]1[C:16]2[C:11](=[CH:12][CH:13]=[CH:14][C:15]=2[CH3:17])[N:10]=[C:9]([N:18]2[CH2:24][C:23]3[CH:25]=[CH:26][CH:27]=[CH:28][C:22]=3[S:21](=[O:30])(=[O:29])[CH2:20][CH2:19]2)[CH:8]=1.ClC1C2C(=CC(C)=CC=2)N=C(N2CC3C=CC=CC=3S(=O)(=O)CC2)C=1.ClC1C2C(=CC=C(OC(F)(F)F)C=2)N=C(N2CC3C=CC=CC=3S(=O)(=O)CC2)C=1.ClC1C=C(Cl)C2C(=CC=CC=2C)N=1.ClC1C=C(Cl)C2C(=CC(C)=CC=2)N=1.